Dataset: Forward reaction prediction with 1.9M reactions from USPTO patents (1976-2016). Task: Predict the product of the given reaction. (1) The product is: [CH2:1]([N:8]1[CH2:15][C@:14]2([O:16][CH3:17])[CH2:13][N:12]([C:18]([O:20][C:21]([CH3:24])([CH3:23])[CH3:22])=[O:19])[CH2:11][C@@H:10]2[CH2:9]1)[C:2]1[CH:3]=[CH:4][CH:5]=[CH:6][CH:7]=1. Given the reactants [CH2:1]([N:8]1[CH2:15][C@:14]2([O:16][CH3:17])[C@@H:10]([CH2:11][NH:12][CH2:13]2)[CH2:9]1)[C:2]1[CH:7]=[CH:6][CH:5]=[CH:4][CH:3]=1.[C:18](O[C:18]([O:20][C:21]([CH3:24])([CH3:23])[CH3:22])=[O:19])([O:20][C:21]([CH3:24])([CH3:23])[CH3:22])=[O:19].C(N(CC)CC)C, predict the reaction product. (2) Given the reactants [CH2:1]([O:5][CH2:6][CH2:7][O:8][C:9]1[CH:14]=[CH:13][C:12]([C:15]2[CH:16]=[CH:17][C:18]3[N:26]([CH2:27][CH:28]([CH3:30])[CH3:29])[CH2:25][CH2:24][CH2:23][CH2:22][C:21]([C:31]([O:33]C)=[O:32])=[CH:20][C:19]=3[CH:35]=2)=[CH:11][CH:10]=1)[CH2:2][CH2:3][CH3:4].O1CCCC1.[OH-].[Na+].Cl, predict the reaction product. The product is: [CH2:1]([O:5][CH2:6][CH2:7][O:8][C:9]1[CH:10]=[CH:11][C:12]([C:15]2[CH:16]=[CH:17][C:18]3[N:26]([CH2:27][CH:28]([CH3:30])[CH3:29])[CH2:25][CH2:24][CH2:23][CH2:22][C:21]([C:31]([OH:33])=[O:32])=[CH:20][C:19]=3[CH:35]=2)=[CH:13][CH:14]=1)[CH2:2][CH2:3][CH3:4]. (3) Given the reactants Br[C:2]1[CH:3]=[N:4][CH:5]=[CH:6][C:7]=1[C:8]([N:10]1[C:15]2[CH:16]=[CH:17][CH:18]=[CH:19][C:14]=2[O:13][CH2:12][CH2:11]1)=[O:9].[Cl:20][C:21]1[CH:26]=[CH:25][C:24]([Cl:27])=[CH:23][C:22]=1[OH:28].C(=O)([O-])[O-].[Cs+].[Cs+], predict the reaction product. The product is: [Cl:20][C:21]1[CH:26]=[CH:25][C:24]([Cl:27])=[CH:23][C:22]=1[O:28][C:2]1[CH:3]=[N:4][CH:5]=[CH:6][C:7]=1[C:8]([N:10]1[C:15]2[CH:16]=[CH:17][CH:18]=[CH:19][C:14]=2[O:13][CH2:12][CH2:11]1)=[O:9]. (4) Given the reactants C(=O)([O-])[O-].[Na+].[Na+].CC1C=C(C)C=C(C)C=1S(O)(=O)=O.[C:20]([O:24][C:25](=[O:38])[NH:26][CH2:27][CH2:28][N:29]1[CH2:36][CH:35]2[O:37][CH:31]([CH2:32][NH:33][CH2:34]2)[CH2:30]1)([CH3:23])([CH3:22])[CH3:21].[O:39]1[CH2:41][C@H:40]1[CH2:42][O:43][C:44]1[CH:51]=[CH:50][C:47]([C:48]#[N:49])=[CH:46][CH:45]=1, predict the reaction product. The product is: [C:48]([C:47]1[CH:50]=[CH:51][C:44]([O:43][CH2:42][C@@H:40]([OH:39])[CH2:41][N:33]2[CH2:32][CH:31]3[O:37][CH:35]([CH2:36][N:29]([CH2:28][CH2:27][NH:26][C:25](=[O:38])[O:24][C:20]([CH3:23])([CH3:21])[CH3:22])[CH2:30]3)[CH2:34]2)=[CH:45][CH:46]=1)#[N:49]. (5) Given the reactants CC1(C)[O:6][C:5](=[CH:7][C:8]([N:10]([CH2:13][C:14]2[CH:19]=[CH:18][C:17]([F:20])=[CH:16][CH:15]=2)[O:11][CH3:12])=[O:9])[C:4](=[O:21])O1.[CH2:23]([N:25]1[CH2:29][CH2:28][CH2:27][CH:26]1[CH2:30][NH:31][C:32](=[O:45])[C:33]1[CH:38]=[C:37]([S:39](=[O:42])(=[O:41])[NH2:40])[CH:36]=[CH:35][C:34]=1[O:43][CH3:44])[CH3:24], predict the reaction product. The product is: [CH2:23]([N:25]1[CH2:29][CH2:28][CH2:27][CH:26]1[CH2:30][NH:31][C:32](=[O:45])[C:33]1[CH:38]=[C:37]([S:39](=[O:41])(=[O:42])[NH:40][C:4](=[O:21])[C:5]([OH:6])=[CH:7][C:8](=[O:9])[N:10]([CH2:13][C:14]2[CH:15]=[CH:16][C:17]([F:20])=[CH:18][CH:19]=2)[O:11][CH3:12])[CH:36]=[CH:35][C:34]=1[O:43][CH3:44])[CH3:24]. (6) Given the reactants [Cl:1][C:2]1[CH:3]=[C:4]2[C:12](=[O:13])[C:11]3[CH:14]=[C:15]([CH:18]=[CH2:19])[CH:16]=[CH:17][C:10]=3[CH:9]=[CH:8][C:5]2=[N:6][CH:7]=1.BrN1C(=[O:26])CCC1=O.CC([O-])(C)C.[K+], predict the reaction product. The product is: [Cl:1][C:2]1[CH:3]=[C:4]2[C:12](=[O:13])[C:11]3[CH:14]=[C:15]([CH:18]4[CH2:19][O:26]4)[CH:16]=[CH:17][C:10]=3[CH:9]=[CH:8][C:5]2=[N:6][CH:7]=1. (7) Given the reactants C(O[C:6](=[O:28])[NH:7][C@@H:8]([CH2:21][C:22]1[CH:27]=[CH:26][CH:25]=[CH:24][CH:23]=1)[CH:9]([C:11](=[O:20])[NH:12][CH2:13][C:14]1[CH:19]=[CH:18][CH:17]=[CH:16][CH:15]=1)[OH:10])(C)(C)C.FC(F)(F)C(O)=O.C(N(CC)C(C)C)(C)C.[CH2:45]1[C:53]2[C:48](=[CH:49][CH:50]=[CH:51][CH:52]=2)[CH2:47][CH:46]1[C:54]([NH:56][C@@H:57]([CH2:74][O:75][CH3:76])[C:58]([NH:60][C@@H:61]([CH2:65][C:66]1[CH:71]=[CH:70][C:69]([O:72][CH3:73])=[CH:68][CH:67]=1)C(O)=O)=[O:59])=[O:55].CN(C(ON1N=NC2C=CC=NC1=2)=[N+](C)C)C.F[P-](F)(F)(F)(F)F, predict the reaction product. The product is: [CH2:21]([C@H:8]([NH:7][C:6]([C@@H:61]([NH:60][C:58]([C@@H:57]([NH:56][C:54]([CH:46]1[CH2:45][C:53]2[C:48](=[CH:49][CH:50]=[CH:51][CH:52]=2)[CH2:47]1)=[O:55])[CH2:74][O:75][CH3:76])=[O:59])[CH2:65][C:66]1[CH:71]=[CH:70][C:69]([O:72][CH3:73])=[CH:68][CH:67]=1)=[O:28])[CH:9]([C:11](=[O:20])[NH:12][CH2:13][C:14]1[CH:15]=[CH:16][CH:17]=[CH:18][CH:19]=1)[OH:10])[C:22]1[CH:23]=[CH:24][CH:25]=[CH:26][CH:27]=1. (8) Given the reactants COC([CH:5]1[C:13](=[O:14])[CH2:12][C@H:11]2[N:7]([CH2:8][CH2:9][CH2:10]2)[C:6]1=[O:15])=O.C(=O)([O-])O.[Na+], predict the reaction product. The product is: [CH2:10]1[C@@H:11]2[N:7]([C:6](=[O:15])[CH2:5][C:13](=[O:14])[CH2:12]2)[CH2:8][CH2:9]1.